From a dataset of Catalyst prediction with 721,799 reactions and 888 catalyst types from USPTO. Predict which catalyst facilitates the given reaction. Product: [C:2]([C:7]1[CH:8]=[C:9]([P:13]([C:20]2[CH:25]=[CH:24][CH:23]=[CH:22][CH:21]=2)[C:14]2[CH:19]=[CH:18][CH:17]=[CH:16][CH:15]=2)[CH:10]=[CH:11][CH:12]=1)(=[O:3])[CH3:1]. Reactant: [CH3:1][C:2]1([C:7]2[CH:8]=[C:9]([P:13]([C:20]3[CH:25]=[CH:24][CH:23]=[CH:22][CH:21]=3)[C:14]3[CH:19]=[CH:18][CH:17]=[CH:16][CH:15]=3)[CH:10]=[CH:11][CH:12]=2)OCC[O:3]1.C1(C)C=CC(S(O)(=O)=O)=CC=1.C([O-])(O)=O.[Na+]. The catalyst class is: 20.